From a dataset of Catalyst prediction with 721,799 reactions and 888 catalyst types from USPTO. Predict which catalyst facilitates the given reaction. (1) Reactant: [CH3:1][C:2]1[N:3]=[CH:4][S:5][C:6]=1[C:7]1[O:8][C:9]2[C:10](=[C:12]([C:16]([OH:18])=O)[CH:13]=[CH:14][CH:15]=2)[N:11]=1.[ClH:19].C(N=C=NCCCN(C)C)C.ON1C2C=CC=CC=2N=N1.Cl.Cl.[NH2:43][C@H:44]1[CH:49]2[CH2:50][CH2:51][N:46]([CH2:47][CH2:48]2)[CH2:45]1.C(N(CC)CC)C. Product: [ClH:19].[N:46]12[CH2:51][CH2:50][CH:49]([CH2:48][CH2:47]1)[C@H:44]([NH:43][C:16]([C:12]1[CH:13]=[CH:14][CH:15]=[C:9]3[O:8][C:7]([C:6]4[S:5][CH:4]=[N:3][C:2]=4[CH3:1])=[N:11][C:10]=13)=[O:18])[CH2:45]2. The catalyst class is: 39. (2) Reactant: C([O:8][C@H:9]1[C@:12]2([C:29]3[CH:34]=[CH:33][CH:32]=[CH:31][CH:30]=3)[C:13]3[CH:28]=[CH:27][CH:26]=[CH:25][C:14]=3[N:15]([C:19]3[CH:24]=[CH:23][CH:22]=[CH:21][CH:20]=3)[C:16](=[O:18])[CH2:17][N:11]2[C:10]1=[O:35])C1C=CC=CC=1.C1COCC1.C(O)C. Product: [OH:8][C@H:9]1[C@:12]2([C:29]3[CH:30]=[CH:31][CH:32]=[CH:33][CH:34]=3)[C:13]3[CH:28]=[CH:27][CH:26]=[CH:25][C:14]=3[N:15]([C:19]3[CH:24]=[CH:23][CH:22]=[CH:21][CH:20]=3)[C:16](=[O:18])[CH2:17][N:11]2[C:10]1=[O:35]. The catalyst class is: 331. (3) Product: [C:33]([NH:1][C:2]1[CH:7]=[CH:6][C:5]([C:8]2([OH:25])[CH2:9][N:10]([CH:12]([C:13]3[CH:18]=[CH:17][CH:16]=[CH:15][CH:14]=3)[C:19]3[CH:20]=[CH:21][CH:22]=[CH:23][CH:24]=3)[CH2:11]2)=[C:4]([F:26])[CH:3]=1)([O:35][CH2:36][C:37]1[CH:42]=[CH:41][CH:40]=[CH:39][CH:38]=1)=[O:34]. Reactant: [NH2:1][C:2]1[CH:7]=[CH:6][C:5]([C:8]2([OH:25])[CH2:11][N:10]([CH:12]([C:19]3[CH:24]=[CH:23][CH:22]=[CH:21][CH:20]=3)[C:13]3[CH:18]=[CH:17][CH:16]=[CH:15][CH:14]=3)[CH2:9]2)=[C:4]([F:26])[CH:3]=1.C(=O)(O)[O-].[Na+].Cl[C:33]([O:35][CH2:36][C:37]1[CH:42]=[CH:41][CH:40]=[CH:39][CH:38]=1)=[O:34]. The catalyst class is: 95. (4) Reactant: IC1C=CC=CC=1C(O)=O.OOS([O-])=O.[K+].[CH3:17][CH2:18][CH2:19][CH2:20][CH:21]([OH:26])[CH2:22][CH2:23][CH2:24][CH3:25]. Product: [CH3:17][CH2:18][CH2:19][CH2:20][C:21](=[O:26])[CH2:22][CH2:23][CH2:24][CH3:25]. The catalyst class is: 463. (5) Reactant: Cl[C:2]1[CH:7]=[CH:6][C:5]([N+:8]([O-:10])=[O:9])=[CH:4][N:3]=1.[N:11]1([C:17]2[N:22]=[CH:21][CH:20]=[CH:19][N:18]=2)[CH2:16][CH2:15][NH:14][CH2:13][CH2:12]1.C(N(C(C)C)CC)(C)C. Product: [N+:8]([C:5]1[CH:6]=[CH:7][C:2]([N:14]2[CH2:15][CH2:16][N:11]([C:17]3[N:18]=[CH:19][CH:20]=[CH:21][N:22]=3)[CH2:12][CH2:13]2)=[N:3][CH:4]=1)([O-:10])=[O:9]. The catalyst class is: 3.